The task is: Predict which catalyst facilitates the given reaction.. This data is from Catalyst prediction with 721,799 reactions and 888 catalyst types from USPTO. Reactant: IC.[Br:3][C:4]1[CH:5]=[C:6]2[C:11](=[CH:12][CH:13]=1)[CH:10]=[C:9]([CH2:14][OH:15])[CH:8]=[CH:7]2.[H-].[Na+].[CH3:18]N(C=O)C. Product: [Br:3][C:4]1[CH:13]=[CH:12][C:11]2[C:6](=[CH:7][CH:8]=[C:9]([CH2:14][O:15][CH3:18])[CH:10]=2)[CH:5]=1. The catalyst class is: 6.